From a dataset of Reaction yield outcomes from USPTO patents with 853,638 reactions. Predict the reaction yield, written as a fraction of the theoretical maximum amount of product (1.0 means a 100% yield; for example, 0.34 means a 34% yield). (1) The reactants are [CH2:1]([C:4]1[CH:9]=[CH:8][CH:7]=[CH:6][C:5]=1[NH:10][C:11]#[N:12])[CH2:2][CH3:3].C([O-])(=O)C.[Na+].C(O)(=O)C.[Br:22]Br. The catalyst is ClCCl.[Cl-].[Na+].O. The product is [Br:22][C:8]1[CH:7]=[CH:6][C:5]([NH:10][C:11]#[N:12])=[C:4]([CH2:1][CH2:2][CH3:3])[CH:9]=1. The yield is 0.240. (2) The reactants are [N:1]1([CH2:7][CH2:8][CH2:9][O:10][C:11]2[CH:16]=[CH:15][C:14]([CH:17]3[CH2:22][CH2:21][N:20]([C:23]4[CH2:24][CH2:25][C:26]5[N:27]([C:29]([C:32]([F:35])([F:34])[F:33])=[N:30][N:31]=5)[N:28]=4)[CH2:19][CH2:18]3)=[CH:13][CH:12]=2)[CH2:6][CH2:5][NH:4][CH2:3][CH2:2]1.[C:36](O)(=[O:41])[CH2:37][CH2:38][CH2:39][CH3:40]. No catalyst specified. The product is [C:36]([N:4]1[CH2:3][CH2:2][N:1]([CH2:7][CH2:8][CH2:9][O:10][C:11]2[CH:12]=[CH:13][C:14]([CH:17]3[CH2:18][CH2:19][N:20]([C:23]4[CH2:24][CH2:25][C:26]5[N:27]([C:29]([C:32]([F:35])([F:34])[F:33])=[N:30][N:31]=5)[N:28]=4)[CH2:21][CH2:22]3)=[CH:15][CH:16]=2)[CH2:6][CH2:5]1)(=[O:41])[CH2:37][CH2:38][CH2:39][CH3:40]. The yield is 0.660. (3) The reactants are Cl[CH2:2][C:3]1[C:4]([S:10][CH:11]([CH3:13])[CH3:12])=[N:5][C:6]([CH3:9])=[CH:7][CH:8]=1.C([O:16][C:17](=[O:28])[CH2:18][CH2:19][C:20]1[CH:25]=[CH:24][C:23]([OH:26])=[C:22]([Cl:27])[CH:21]=1)C. No catalyst specified. The product is [Cl:27][C:22]1[CH:21]=[C:20]([CH2:19][CH2:18][C:17]([OH:28])=[O:16])[CH:25]=[CH:24][C:23]=1[O:26][CH2:2][C:3]1[C:4]([S:10][CH:11]([CH3:13])[CH3:12])=[N:5][C:6]([CH3:9])=[CH:7][CH:8]=1. The yield is 0.580. (4) The reactants are C(OC([N:8]1[CH2:12][CH2:11][CH2:10][C:9]1([C:16]([C:18]1[CH:23]=[CH:22][C:21]([Cl:24])=[C:20]([Cl:25])[N:19]=1)=[O:17])[CH2:13][CH2:14][CH3:15])=O)(C)(C)C. The catalyst is Cl.CO. The product is [Cl:24][C:21]1[CH:22]=[CH:23][C:18]([C:16]([C:9]2([CH2:13][CH2:14][CH3:15])[CH2:10][CH2:11][CH2:12][NH:8]2)=[O:17])=[N:19][C:20]=1[Cl:25]. The yield is 0.720. (5) The reactants are [Br:1][C:2]1[CH:3]=[C:4]([C:10](=[N:19]O)[CH2:11][C:12]2[CH:17]=[CH:16][CH:15]=[C:14]([Cl:18])[N:13]=2)[CH:5]=[CH:6][C:7]=1[O:8][CH3:9].CS(Cl)(=O)=O.C(N(CC)CC)C.C(OCC)(=O)C. The yield is 0.0900. The product is [Br:1][C:2]1[CH:3]=[C:4]([C:10]2[CH:11]=[C:12]3[CH:17]=[CH:16][CH:15]=[C:14]([Cl:18])[N:13]3[N:19]=2)[CH:5]=[CH:6][C:7]=1[O:8][CH3:9]. The catalyst is C(COC)OC.[Fe](Cl)Cl.